Dataset: NCI-60 drug combinations with 297,098 pairs across 59 cell lines. Task: Regression. Given two drug SMILES strings and cell line genomic features, predict the synergy score measuring deviation from expected non-interaction effect. (1) Drug 1: C1=CC=C(C(=C1)C(C2=CC=C(C=C2)Cl)C(Cl)Cl)Cl. Drug 2: COCCOC1=C(C=C2C(=C1)C(=NC=N2)NC3=CC=CC(=C3)C#C)OCCOC.Cl. Cell line: MDA-MB-231. Synergy scores: CSS=1.46, Synergy_ZIP=-1.41, Synergy_Bliss=-2.74, Synergy_Loewe=-2.65, Synergy_HSA=-3.98. (2) Drug 1: C1C(C(OC1N2C=NC3=C(N=C(N=C32)Cl)N)CO)O. Drug 2: C1CN(P(=O)(OC1)NCCCl)CCCl. Cell line: PC-3. Synergy scores: CSS=24.3, Synergy_ZIP=-0.0680, Synergy_Bliss=2.43, Synergy_Loewe=-42.6, Synergy_HSA=3.58. (3) Drug 1: COC1=CC(=CC(=C1O)OC)C2C3C(COC3=O)C(C4=CC5=C(C=C24)OCO5)OC6C(C(C7C(O6)COC(O7)C8=CC=CS8)O)O. Drug 2: C1CC(C1)(C(=O)O)C(=O)O.[NH2-].[NH2-].[Pt+2]. Cell line: OVCAR-8. Synergy scores: CSS=18.8, Synergy_ZIP=-9.97, Synergy_Bliss=-5.84, Synergy_Loewe=-15.0, Synergy_HSA=-2.24.